This data is from Full USPTO retrosynthesis dataset with 1.9M reactions from patents (1976-2016). The task is: Predict the reactants needed to synthesize the given product. (1) Given the product [CH3:1][C@@H:2]1[C:6]2[NH:7][CH:8]=[CH:9][C:5]=2[C:4](=[O:20])[NH:3]1, predict the reactants needed to synthesize it. The reactants are: [CH3:1][C@@H:2]1[C:6]2[N:7](S(C3C=CC(C)=CC=3)(=O)=O)[CH:8]=[CH:9][C:5]=2[C:4](=[O:20])[NH:3]1.C([O-])([O-])=O.[K+].[K+]. (2) Given the product [Br:8][C:9]1[CH:10]=[C:11]([C:16]2[N:2]([CH3:1])[N:3]=[C:4]([C:5](=[O:7])[CH3:6])[C:17]=2[OH:18])[CH:12]=[CH:13][C:14]=1[F:15], predict the reactants needed to synthesize it. The reactants are: [CH3:1][NH:2][N:3]=[CH:4][C:5](=[O:7])[CH3:6].[Br:8][C:9]1[CH:10]=[C:11]([C:16](=O)[CH:17]=[O:18])[CH:12]=[CH:13][C:14]=1[F:15].C(Cl)(Cl)Cl.CCCCCC.C(OCC)(=O)C. (3) Given the product [Cl:21][C:22]1[CH:23]=[C:24]([NH:29][C:30]2[C:39]3[C:34](=[CH:35][C:36]([O:42][CH2:2][C:3]4[O:7][N:6]=[C:5]([N:8]5[CH2:13][CH2:12][N:11]([C:14]([O:16][C:17]([CH3:20])([CH3:19])[CH3:18])=[O:15])[CH2:10][CH2:9]5)[N:4]=4)=[C:37]([O:40][CH3:41])[CH:38]=3)[N:33]=[CH:32][N:31]=2)[CH:25]=[CH:26][C:27]=1[Cl:28], predict the reactants needed to synthesize it. The reactants are: Cl[CH2:2][C:3]1[O:7][N:6]=[C:5]([N:8]2[CH2:13][CH2:12][N:11]([C:14]([O:16][C:17]([CH3:20])([CH3:19])[CH3:18])=[O:15])[CH2:10][CH2:9]2)[N:4]=1.[Cl:21][C:22]1[CH:23]=[C:24]([NH:29][C:30]2[C:39]3[C:34](=[CH:35][C:36]([OH:42])=[C:37]([O:40][CH3:41])[CH:38]=3)[N:33]=[CH:32][N:31]=2)[CH:25]=[CH:26][C:27]=1[Cl:28].C(=O)([O-])[O-].[K+].[K+].